The task is: Predict the reactants needed to synthesize the given product.. This data is from Full USPTO retrosynthesis dataset with 1.9M reactions from patents (1976-2016). (1) Given the product [CH2:24]([N:23]([CH2:16][C:17]1[CH:22]=[CH:21][CH:20]=[CH:19][CH:18]=1)[C:12](=[O:14])[C:11]([C:4]1[C:5]2[C:10](=[CH:9][CH:8]=[CH:7][CH:6]=2)[N:2]([CH3:1])[CH:3]=1)=[O:15])[C:25]1[CH:30]=[CH:29][CH:28]=[CH:27][CH:26]=1, predict the reactants needed to synthesize it. The reactants are: [CH3:1][N:2]1[C:10]2[C:5](=[CH:6][CH:7]=[CH:8][CH:9]=2)[C:4]([C:11](=[O:15])[C:12]([OH:14])=O)=[CH:3]1.[CH2:16]([NH:23][CH2:24][C:25]1[CH:30]=[CH:29][CH:28]=[CH:27][CH:26]=1)[C:17]1[CH:22]=[CH:21][CH:20]=[CH:19][CH:18]=1. (2) Given the product [Br:2][C:3]1[CH:8]=[CH:7][C:6]([N:9]2[CH2:10][CH2:11][N:12]([CH3:17])[CH2:13][CH2:14]2)=[CH:5][C:4]=1[O:15][CH3:16], predict the reactants needed to synthesize it. The reactants are: [Na].[Br:2][C:3]1[CH:8]=[CH:7][C:6]([N:9]2[CH2:14][CH2:13][NH:12][CH2:11][CH2:10]2)=[CH:5][C:4]=1[O:15][CH3:16].[CH2:17](N(C(C)C)C(C)C)C.C=O. (3) Given the product [OH:10][C@@H:9]([C:13]([OH:12])([CH3:15])[CH3:14])[CH2:8][CH2:7][C@H:6]([C@@H:18]1[C@:26]2([CH3:27])[C@H:21]([C@@H:22]([O:28][C:29](=[O:31])[CH3:30])[CH2:23][CH2:24][CH2:25]2)[CH2:20][CH2:19]1)[CH2:5][CH2:4][CH2:3][C:2]([OH:1])([CH3:32])[CH3:33], predict the reactants needed to synthesize it. The reactants are: [OH:1][C:2]([CH3:33])([CH3:32])[CH2:3][CH2:4][CH2:5][C@@H:6]([C@@H:18]1[C@:26]2([CH3:27])[C@H:21]([C@@H:22]([O:28][C:29](=[O:31])[CH3:30])[CH2:23][CH2:24][CH2:25]2)[CH2:20][CH2:19]1)[CH2:7][CH2:8][C@@H:9]1[C:13]([CH3:15])([CH3:14])[O:12]C(C)(C)[O:10]1.C(OCC)(=O)C.